This data is from Forward reaction prediction with 1.9M reactions from USPTO patents (1976-2016). The task is: Predict the product of the given reaction. (1) Given the reactants Br[C:2]1[CH:9]=[CH:8][C:5]([C:6]#[N:7])=[CH:4][N:3]=1.I[CH:11]1[CH2:16][CH2:15][N:14]([C:17]([O:19][C:20]([CH3:23])([CH3:22])[CH3:21])=[O:18])[CH2:13][CH2:12]1.C(OC(C)(C)C)=O, predict the reaction product. The product is: [C:6]([C:5]1[CH:8]=[CH:9][C:2]([CH:11]2[CH2:16][CH2:15][N:14]([C:17]([O:19][C:20]([CH3:23])([CH3:22])[CH3:21])=[O:18])[CH2:13][CH2:12]2)=[N:3][CH:4]=1)#[N:7]. (2) The product is: [CH2:22]([O:24][C:25](=[O:41])[CH2:26][C:27]1[C:28]([CH3:40])=[C:29]([S:9][C:10]2[CH:11]=[CH:12][C:13]([Cl:16])=[CH:14][CH:15]=2)[N:30]2[C:35]=1[CH:34]=[C:33]([C:36]([F:37])([F:38])[F:39])[CH:32]=[CH:31]2)[CH3:23]. Given the reactants [Cl:16][C:13]1[CH:14]=[CH:15][C:10]([S:9][S:9][C:10]2[CH:15]=[CH:14][C:13]([Cl:16])=[CH:12][CH:11]=2)=[CH:11][CH:12]=1.S(Cl)(Cl)(=O)=O.[CH2:22]([O:24][C:25](=[O:41])[CH2:26][C:27]1[C:28]([CH3:40])=[CH:29][N:30]2[C:35]=1[CH:34]=[C:33]([C:36]([F:39])([F:38])[F:37])[CH:32]=[CH:31]2)[CH3:23], predict the reaction product. (3) Given the reactants [NH2:1][C:2]1[S:6][N:5]=[C:4]([CH3:7])[C:3]=1[C:8]([OH:10])=O.S(Cl)(Cl)=O.[CH2:15]([C:17]1[CH:23]=[CH:22][CH:21]=[CH:20][C:18]=1[NH2:19])[CH3:16].C(N(CC)CC)C.Cl, predict the reaction product. The product is: [NH2:1][C:2]1[S:6][N:5]=[C:4]([CH3:7])[C:3]=1[C:8]([NH:19][C:18]1[CH:20]=[CH:21][CH:22]=[CH:23][C:17]=1[CH2:15][CH3:16])=[O:10]. (4) Given the reactants [CH2:1]([N:3]([CH2:8][CH3:9])[C:4](=[O:7])[CH2:5]I)[CH3:2].[CH2:10]([NH:17][C:18]1[C:19]([F:28])=[C:20]2[C:24](=[CH:25][CH:26]=1)[C:23](=[O:27])[CH2:22][CH2:21]2)[C:11]1[CH:16]=[CH:15][CH:14]=[CH:13][CH:12]=1.C(=O)([O-])[O-].[Cs+].[Cs+], predict the reaction product. The product is: [CH2:10]([N:17]([C:18]1[C:19]([F:28])=[C:20]2[C:24](=[CH:25][CH:26]=1)[C:23](=[O:27])[CH2:22][CH2:21]2)[CH2:5][C:4]([N:3]([CH2:8][CH3:9])[CH2:1][CH3:2])=[O:7])[C:11]1[CH:12]=[CH:13][CH:14]=[CH:15][CH:16]=1.